Dataset: Forward reaction prediction with 1.9M reactions from USPTO patents (1976-2016). Task: Predict the product of the given reaction. (1) The product is: [CH3:20][C:19]1[C:14]([CH:12]([OH:13])[CH2:11][CH2:10][CH2:9][CH:8]([C:3]2[C:2]([CH3:1])=[CH:7][CH:6]=[CH:5][N:4]=2)[OH:21])=[N:15][CH:16]=[CH:17][CH:18]=1. Given the reactants [CH3:1][C:2]1[C:3]([C:8](=[O:21])[CH2:9][CH2:10][CH2:11][C:12]([C:14]2[C:19]([CH3:20])=[CH:18][CH:17]=[CH:16][N:15]=2)=[O:13])=[N:4][CH:5]=[CH:6][CH:7]=1.[BH4-].[Na+], predict the reaction product. (2) The product is: [C@H:11]1([NH:10][C:7]2[O:8][CH2:9][C:4]3[CH:3]=[C:2]([CH:22]=[CH2:23])[CH:21]=[CH:20][C:5]=3[N:6]=2)[C:19]2[C:14](=[CH:15][CH:16]=[CH:17][CH:18]=2)[CH2:13][CH2:12]1. Given the reactants Br[C:2]1[CH:21]=[CH:20][C:5]2[N:6]=[C:7]([NH:10][C@H:11]3[C:19]4[C:14](=[CH:15][CH:16]=[CH:17][CH:18]=4)[CH2:13][CH2:12]3)[O:8][CH2:9][C:4]=2[CH:3]=1.[CH2:22]([Sn](CCCC)(CCCC)C=C)[CH2:23]CC, predict the reaction product. (3) Given the reactants [NH2:1][C:2]1[C:3]([OH:28])=[C:4]([CH:10]2[N:15]([CH2:16][C:17]3[CH:26]=[CH:25][C:24]4[C:19](=[CH:20][CH:21]=[CH:22][CH:23]=4)[N:18]=3)[C:14](=[O:27])[CH2:13][CH2:12][CH2:11]2)[C:5]([O:8][CH3:9])=[CH:6][CH:7]=1.[CH3:29][C:30]1C=CC(S(O)(=O)=O)=CC=1.C(OCC)(OCC)(OCC)C, predict the reaction product. The product is: [CH3:9][O:8][C:5]1[CH:6]=[CH:7][C:2]2[N:1]=[C:29]([CH3:30])[O:28][C:3]=2[C:4]=1[CH:10]1[N:15]([CH2:16][C:17]2[CH:26]=[CH:25][C:24]3[C:19](=[CH:20][CH:21]=[CH:22][CH:23]=3)[N:18]=2)[C:14](=[O:27])[CH2:13][CH2:12][CH2:11]1. (4) Given the reactants [OH-].[Na+:2].[C:3]([C:5]1[CH:6]=[C:7]([C:15]2[O:19][N:18]=[C:17]([C:20]3[C:21]([CH3:38])=[C:22]4[C:27](=[CH:28][CH:29]=3)[CH2:26][N:25]([CH2:30][CH2:31][CH2:32][C:33]([O:35]CC)=[O:34])[CH2:24][CH2:23]4)[N:16]=2)[CH:8]=[CH:9][C:10]=1[O:11][CH:12]([CH3:14])[CH3:13])#[N:4], predict the reaction product. The product is: [Na+:2].[C:3]([C:5]1[CH:6]=[C:7]([C:15]2[O:19][N:18]=[C:17]([C:20]3[C:21]([CH3:38])=[C:22]4[C:27](=[CH:28][CH:29]=3)[CH2:26][N:25]([CH2:30][CH2:31][CH2:32][C:33]([O-:35])=[O:34])[CH2:24][CH2:23]4)[N:16]=2)[CH:8]=[CH:9][C:10]=1[O:11][CH:12]([CH3:14])[CH3:13])#[N:4]. (5) Given the reactants [OH:1][CH2:2][CH2:3][CH2:4][N:5]1[CH:9]=[C:8]([C:10]2[CH:11]=[CH:12][C:13]([NH:21][C:22]3[C:27]([C:28]([F:31])([F:30])[F:29])=[CH:26][N:25]=[C:24]([NH:32][C:33]4[CH:47]=[CH:46][C:36]([CH2:37][P:38](=[O:45])([O:42][CH2:43][CH3:44])[O:39][CH2:40][CH3:41])=[CH:35][C:34]=4OC)[N:23]=3)=[C:14]3[C:18]=2[CH2:17][N:16]([CH3:19])[C:15]3=[O:20])[CH:7]=[N:6]1.NC1C=CC(C2C=NN(CCCO)C=2)=CC=1C(N(C)C)=O, predict the reaction product. The product is: [CH3:19][N:16]([CH3:17])[C:15]([C:14]1[CH:18]=[C:10]([C:8]2[CH:7]=[N:6][N:5]([CH2:4][CH2:3][CH2:2][OH:1])[CH:9]=2)[CH:11]=[CH:12][C:13]=1[NH:21][C:22]1[C:27]([C:28]([F:29])([F:31])[F:30])=[CH:26][N:25]=[C:24]([NH:32][C:33]2[CH:34]=[CH:35][C:36]([CH2:37][P:38](=[O:45])([O:39][CH2:40][CH3:41])[O:42][CH2:43][CH3:44])=[CH:46][CH:47]=2)[N:23]=1)=[O:20]. (6) Given the reactants [NH2:1][C@H:2]1[C:11]2[C:6](=[CH:7][CH:8]=[C:9]([F:12])[CH:10]=2)[N:5]([C:13](=[O:15])[CH3:14])[C@@H:4]([CH:16]2[CH2:18][CH2:17]2)[C@@H:3]1[CH3:19].Br[C:21]1[CH:26]=[N:25][C:24]([CH3:27])=[CH:23][N:22]=1.CC(C)([O-])C.[Na+].CN(C1C(C2C(P(C3CCCCC3)C3CCCCC3)=CC=CC=2)=CC=CC=1)C, predict the reaction product. The product is: [CH:16]1([C@H:4]2[C@H:3]([CH3:19])[C@@H:2]([NH:1][C:21]3[CH:26]=[N:25][C:24]([CH3:27])=[CH:23][N:22]=3)[C:11]3[C:6](=[CH:7][CH:8]=[C:9]([F:12])[CH:10]=3)[N:5]2[C:13](=[O:15])[CH3:14])[CH2:18][CH2:17]1. (7) Given the reactants [O:1]=[C:2]=[N:3][CH:4]1[CH2:13][C:12]([CH3:15])([CH3:14])[CH2:11][C:6]([CH3:16])([CH2:7][N:8]=[C:9]=[O:10])[CH2:5]1.[CH2:17]=[CH:18][CH2:19]/[CH:20]=[CH:21]\[CH2:22]/[CH:23]=[CH:24]\[CH2:25][CH2:26][CH2:27][CH2:28][CH2:29][CH2:30][CH2:31][C:32]1[CH:37]=[C:36]([OH:38])[CH:35]=[CH:34][CH:33]=1.[OH2:39].CN([CH:43]=[O:44])C, predict the reaction product. The product is: [CH2:17]=[CH:18][CH2:19]/[CH:20]=[CH:21]\[CH2:22]/[CH:23]=[CH:24]\[CH2:25][CH2:26][CH2:27][CH2:28][CH2:29][CH2:30][CH2:31][C:32]1[CH:37]=[C:36]([OH:38])[CH:35]=[CH:34][CH:33]=1.[CH3:14][C:12]1([CH3:15])[CH2:11][C:6]([CH2:7][N:8]=[C:9]=[O:10])([CH3:16])[CH2:5][CH:4]([N:3]=[C:2]=[O:1])[CH2:13]1.[CH3:15][C:12]([C:13]([O:38][CH2:36][CH2:43][OH:44])=[O:39])=[CH2:14].